From a dataset of Reaction yield outcomes from USPTO patents with 853,638 reactions. Predict the reaction yield, written as a fraction of the theoretical maximum amount of product (1.0 means a 100% yield; for example, 0.34 means a 34% yield). (1) The reactants are [CH2:1]([O:3][C:4]1[CH:5]=[C:6]([CH:9]=[C:10]([O:13][CH2:14][CH3:15])[C:11]=1F)[CH:7]=[O:8])[CH3:2].[NH:16]1[CH:20]=[N:19][CH:18]=[N:17]1.C([O-])([O-])=O.[K+].[K+]. The catalyst is CS(C)=O. The product is [CH2:1]([O:3][C:4]1[CH:5]=[C:6]([CH:9]=[C:10]([O:13][CH2:14][CH3:15])[C:11]=1[N:16]1[CH:20]=[N:19][CH:18]=[N:17]1)[CH:7]=[O:8])[CH3:2]. The yield is 0.860. (2) The reactants are [F:1][C:2]1[CH:7]=[C:6](I)[CH:5]=[CH:4][C:3]=1[N:9]1[CH:14]=[C:13]([O:15][CH3:16])[C:12](=[O:17])[C:11]([C:18]2[N:22]([C:23]3[CH:28]=[CH:27][CH:26]=[CH:25][CH:24]=3)[N:21]=[CH:20][CH:19]=2)=[N:10]1.[NH:29]1[CH2:33][CH:32]=[CH:31][CH2:30]1.CC1(C)C2C(=C(P(C3C=CC=CC=3)C3C=CC=CC=3)C=CC=2)OC2C(P(C3C=CC=CC=3)C3C=CC=CC=3)=CC=CC1=2.CC([O-])(C)C.[Na+]. The catalyst is O1CCOCC1.C1C=CC(/C=C/C(/C=C/C2C=CC=CC=2)=O)=CC=1.C1C=CC(/C=C/C(/C=C/C2C=CC=CC=2)=O)=CC=1.C1C=CC(/C=C/C(/C=C/C2C=CC=CC=2)=O)=CC=1.[Pd].[Pd].O. The product is [N:29]1([C:6]2[CH:5]=[CH:4][C:3]([N:9]3[CH:14]=[C:13]([O:15][CH3:16])[C:12](=[O:17])[C:11]([C:18]4[N:22]([C:23]5[CH:28]=[CH:27][CH:26]=[CH:25][CH:24]=5)[N:21]=[CH:20][CH:19]=4)=[N:10]3)=[C:2]([F:1])[CH:7]=2)[CH2:33][CH:32]=[CH:31][CH2:30]1. The yield is 0.510. (3) The reactants are C([N:8]1[CH2:14][C:13]2[CH:15]=[CH:16][C:17]([F:24])=[C:18]([C:19]3[CH:23]=[CH:22][O:21][CH:20]=3)[C:12]=2[O:11][CH2:10][CH2:9]1)C1C=CC=CC=1.[Cl:25]C(OC(Cl)C)=O. The catalyst is C1(C)C=CC=CC=1. The product is [ClH:25].[F:24][C:17]1[CH:16]=[CH:15][C:13]2[CH2:14][NH:8][CH2:9][CH2:10][O:11][C:12]=2[C:18]=1[C:19]1[CH:23]=[CH:22][O:21][CH:20]=1. The yield is 0.323. (4) The reactants are [CH2:1]([C@H:8]([NH:21][C:22]([C@@H:24]([NH:34][C:35]([C@@H:37]([NH:39][C:40]([C:42]1[N:50]([CH3:51])[C:49]2[C:44](=[N:45][CH:46]=[CH:47][CH:48]=2)[CH:43]=1)=[O:41])[CH3:38])=[O:36])[CH2:25][C:26]1[CH:31]=[CH:30][C:29]([O:32][CH3:33])=[CH:28][CH:27]=1)=[O:23])[CH:9]([C:11](=[O:20])[NH:12][CH2:13][C:14]1[CH:19]=[CH:18][CH:17]=[CH:16][CH:15]=1)[OH:10])[C:2]1[CH:7]=[CH:6][CH:5]=[CH:4][CH:3]=1.CC(OI1(OC(C)=O)(OC(C)=O)OC(=O)C2C=CC=CC1=2)=O. The catalyst is ClCCl. The product is [CH2:1]([C@H:8]([NH:21][C:22]([C@@H:24]([NH:34][C:35]([C@@H:37]([NH:39][C:40]([C:42]1[N:50]([CH3:51])[C:49]2[C:44](=[N:45][CH:46]=[CH:47][CH:48]=2)[CH:43]=1)=[O:41])[CH3:38])=[O:36])[CH2:25][C:26]1[CH:31]=[CH:30][C:29]([O:32][CH3:33])=[CH:28][CH:27]=1)=[O:23])[C:9]([C:11](=[O:20])[NH:12][CH2:13][C:14]1[CH:15]=[CH:16][CH:17]=[CH:18][CH:19]=1)=[O:10])[C:2]1[CH:7]=[CH:6][CH:5]=[CH:4][CH:3]=1. The yield is 0.490.